From a dataset of Reaction yield outcomes from USPTO patents with 853,638 reactions. Predict the reaction yield, written as a fraction of the theoretical maximum amount of product (1.0 means a 100% yield; for example, 0.34 means a 34% yield). The reactants are Cl.[CH2:2]([N:9]1[CH2:14][CH2:13][CH2:12][C:11](=O)[CH2:10]1)[C:3]1[CH:8]=[CH:7][CH:6]=[CH:5][CH:4]=1.[C:16]([O:20][C:21]([N:23]1[C:31]2[C:26](=[CH:27][C:28]([NH2:32])=[CH:29][CH:30]=2)[CH:25]=[N:24]1)=[O:22])([CH3:19])([CH3:18])[CH3:17].CC(O)=O.[BH-](OC(C)=O)(OC(C)=O)OC(C)=O.[Na+]. The catalyst is ClCCCl.C(Cl)Cl. The product is [C:16]([O:20][C:21]([N:23]1[C:31]2[C:26](=[CH:27][C:28]([NH:32][CH:11]3[CH2:12][CH2:13][CH2:14][N:9]([CH2:2][C:3]4[CH:8]=[CH:7][CH:6]=[CH:5][CH:4]=4)[CH2:10]3)=[CH:29][CH:30]=2)[CH:25]=[N:24]1)=[O:22])([CH3:19])([CH3:17])[CH3:18]. The yield is 0.750.